This data is from Full USPTO retrosynthesis dataset with 1.9M reactions from patents (1976-2016). The task is: Predict the reactants needed to synthesize the given product. (1) Given the product [IH:1].[CH2:14]([C:16]1[N:17]([CH2:30][C:31]#[C:32][C:2]2[S:3][CH:4]=[CH:5][CH:6]=2)[C:18]2[C:27]3[CH:26]=[CH:25][CH:24]=[CH:23][C:22]=3[N:21]=[C:20]([NH2:28])[C:19]=2[N:29]=1)[CH3:15], predict the reactants needed to synthesize it. The reactants are: [I:1][C:2]1[S:3][CH:4]=[CH:5][CH:6]=1.C(N(CC)CC)C.[CH2:14]([C:16]1[N:17]([CH2:30][C:31]#[CH:32])[C:18]2[C:27]3[CH:26]=[CH:25][CH:24]=[CH:23][C:22]=3[N:21]=[C:20]([NH2:28])[C:19]=2[N:29]=1)[CH3:15]. (2) Given the product [CH3:1][C@@:2]1([OH:44])[C@@H:30]([CH2:31][O:32][C:33](=[O:41])[CH2:34][OH:35])[O:29][C@@H:5]([O:6][C:7]2[CH:12]=[C:11]([CH2:13][OH:14])[CH:10]=[CH:9][C:8]=2[CH2:20][C:21]2[CH:22]=[CH:23][C:24]([CH2:27][CH3:28])=[CH:25][CH:26]=2)[C@H:4]([OH:42])[C@H:3]1[OH:43], predict the reactants needed to synthesize it. The reactants are: [CH3:1][C@@:2]1([OH:44])[C@@H:30]([CH2:31][O:32][C:33](=[O:41])[CH2:34][O:35]C2CCCO2)[O:29][C@@H:5]([O:6][C:7]2[CH:12]=[C:11]([CH2:13][O:14]C3CCCO3)[CH:10]=[CH:9][C:8]=2[CH2:20][C:21]2[CH:26]=[CH:25][C:24]([CH2:27][CH3:28])=[CH:23][CH:22]=2)[C@H:4]([OH:42])[C@H:3]1[OH:43].CC1C=CC(S(O)(=O)=O)=CC=1.C(Cl)Cl. (3) Given the product [CH:25]([N:10]([C@H:11]1[CH2:12][CH2:13][C@H:14]([C:17]2[CH:18]=[CH:19][C:20]([OH:23])=[CH:21][CH:22]=2)[CH2:15][CH2:16]1)[CH2:9][CH2:8][CH2:7][C:1]1[CH:2]=[CH:3][CH:4]=[CH:5][CH:6]=1)([CH3:27])[CH3:24], predict the reactants needed to synthesize it. The reactants are: [C:1]1([CH2:7][CH2:8][CH2:9][NH:10][C@H:11]2[CH2:16][CH2:15][C@H:14]([C:17]3[CH:22]=[CH:21][C:20]([OH:23])=[CH:19][CH:18]=3)[CH2:13][CH2:12]2)[CH:6]=[CH:5][CH:4]=[CH:3][CH:2]=1.[CH3:24][C:25]([CH3:27])=O.C1COCC1.C([BH3-])#N.[Na+]. (4) Given the product [CH2:25]([N:27]([CH3:28])[C:22]([C:11]1[CH:10]=[C:9]([C:6]2[CH:5]=[CH:4][C:3]([C:1]#[N:2])=[CH:8][N:7]=2)[N:13]([C:14]2[CH:15]=[N:16][C:17]([O:20][CH3:21])=[CH:18][CH:19]=2)[N:12]=1)=[O:24])[CH3:26], predict the reactants needed to synthesize it. The reactants are: [C:1]([C:3]1[CH:4]=[CH:5][C:6]([C:9]2[N:13]([C:14]3[CH:15]=[N:16][C:17]([O:20][CH3:21])=[CH:18][CH:19]=3)[N:12]=[C:11]([C:22]([OH:24])=O)[CH:10]=2)=[N:7][CH:8]=1)#[N:2].[CH2:25]([NH:27][CH3:28])[CH3:26]. (5) Given the product [Cl:18][C:2]1[CH:7]=[CH:6][N:5]2[N:8]=[CH:9][C:10]([C:11]([O:13][CH2:14][CH3:15])=[O:12])=[C:4]2[N:3]=1, predict the reactants needed to synthesize it. The reactants are: O=[C:2]1[CH:7]=[CH:6][N:5]2[N:8]=[CH:9][C:10]([C:11]([O:13][CH2:14][CH3:15])=[O:12])=[C:4]2[NH:3]1.P(Cl)(Cl)([Cl:18])=O. (6) Given the product [N:1]1[CH:2]=[C:3]([C:10]([NH:19][C:20]2[CH:21]=[C:22]([CH:27]=[CH:28][C:29]=2[CH3:30])[C:23]([O:25][CH3:26])=[O:24])=[O:12])[N:4]2[CH:9]=[CH:8][CH:7]=[CH:6][C:5]=12, predict the reactants needed to synthesize it. The reactants are: [N:1]1[CH:2]=[C:3]([C:10]([OH:12])=O)[N:4]2[CH:9]=[CH:8][CH:7]=[CH:6][C:5]=12.C(Cl)(=O)C(Cl)=O.[NH2:19][C:20]1[CH:21]=[C:22]([CH:27]=[CH:28][C:29]=1[CH3:30])[C:23]([O:25][CH3:26])=[O:24]. (7) Given the product [C:1]1([C:7]2[C:8]([CH:17]([NH:19][C:25]3[N:24]=[CH:23][N:22]=[C:21]4[C:26]=3[N:27]=[CH:28][NH:29]4)[CH3:18])=[N:9][C:10]3[C:15]([CH:16]=2)=[N:14][CH:13]=[CH:12][CH:11]=3)[CH:2]=[CH:3][CH:4]=[CH:5][CH:6]=1, predict the reactants needed to synthesize it. The reactants are: [C:1]1([C:7]2[C:8]([CH:17]([NH2:19])[CH3:18])=[N:9][C:10]3[C:15]([CH:16]=2)=[N:14][CH:13]=[CH:12][CH:11]=3)[CH:6]=[CH:5][CH:4]=[CH:3][CH:2]=1.N[C:21]12[N:29]=[CH:28][N:27]=[C:26]1[C:25](Cl)=[N:24][CH:23]=[N:22]2.CCN(C(C)C)C(C)C. (8) Given the product [F:33][C:21]([F:20])([F:32])[C:22]1[CH:23]=[C:24]([S:28]([N:8]2[CH2:9][CH2:10][CH2:11][C:6]3([C:2](=[O:12])[NH:3][CH2:4][CH2:5]3)[CH2:7]2)(=[O:29])=[O:30])[CH:25]=[CH:26][CH:27]=1, predict the reactants needed to synthesize it. The reactants are: Cl.[C:2]1(=[O:12])[C:6]2([CH2:11][CH2:10][CH2:9][NH:8][CH2:7]2)[CH2:5][CH2:4][NH:3]1.C(N(CC)CC)C.[F:20][C:21]([F:33])([F:32])[C:22]1[CH:23]=[C:24]([S:28](Cl)(=[O:30])=[O:29])[CH:25]=[CH:26][CH:27]=1.